Dataset: Full USPTO retrosynthesis dataset with 1.9M reactions from patents (1976-2016). Task: Predict the reactants needed to synthesize the given product. (1) Given the product [O:1]=[C:2]1[CH2:11][CH2:10][C:9]2[C:4](=[CH:5][C:6]([CH2:12][CH2:13][NH:36][C:39](=[O:24])[O:45][C:41]([CH3:44])([CH3:43])[CH3:42])=[CH:7][CH:8]=2)[NH:3]1, predict the reactants needed to synthesize it. The reactants are: [O:1]=[C:2]1[CH2:11][CH2:10][C:9]2[C:4](=[CH:5][C:6]([CH2:12][CH2:13]C(O)=O)=[CH:7][CH:8]=2)[NH:3]1.C1C=CC(P(N=[N+]=[N-])(C2C=CC=CC=2)=[O:24])=CC=1.C([N:36]([CH2:39]C)CC)C.[C:41]([OH:45])([CH3:44])([CH3:43])[CH3:42]. (2) Given the product [Br:21][C:22]1[C:23]([CH3:39])=[C:24]([C:29]2[CH:34]=[CH:33][CH:32]=[C:31]([C:35]([F:38])([F:36])[F:37])[CH:30]=2)[C:25]([NH:28][C:12](=[O:14])[CH2:11][C:8]2[CH:7]=[CH:6][C:5]([S:2]([CH3:1])(=[O:3])=[O:4])=[CH:10][CH:9]=2)=[N:26][CH:27]=1, predict the reactants needed to synthesize it. The reactants are: [CH3:1][S:2]([C:5]1[CH:10]=[CH:9][C:8]([CH2:11][C:12]([OH:14])=O)=[CH:7][CH:6]=1)(=[O:4])=[O:3].C(Cl)(=O)C(Cl)=O.[Br:21][C:22]1[C:23]([CH3:39])=[C:24]([C:29]2[CH:34]=[CH:33][CH:32]=[C:31]([C:35]([F:38])([F:37])[F:36])[CH:30]=2)[C:25]([NH2:28])=[N:26][CH:27]=1.C(N(CC)CC)C.